Predict the product of the given reaction. From a dataset of Forward reaction prediction with 1.9M reactions from USPTO patents (1976-2016). (1) Given the reactants [Br:1][C:2]1[C:11]2[C:6](=[CH:7][CH:8]=[CH:9][CH:10]=2)[C:5]([C:12]2[CH:17]=[CH:16][C:15]([Cl:18])=[CH:14][CH:13]=2)=[C:4]([CH:19]([OH:24])[C:20]([O:22][CH3:23])=[O:21])[C:3]=1[CH3:25].[C:26](OC(C)=O)([CH3:29])([CH3:28])[CH3:27].C([O-])(O)=O.[Na+], predict the reaction product. The product is: [Br:1][C:2]1[C:11]2[C:6](=[CH:7][CH:8]=[CH:9][CH:10]=2)[C:5]([C:12]2[CH:13]=[CH:14][C:15]([Cl:18])=[CH:16][CH:17]=2)=[C:4]([CH:19]([O:24][C:26]([CH3:29])([CH3:28])[CH3:27])[C:20]([O:22][CH3:23])=[O:21])[C:3]=1[CH3:25]. (2) The product is: [N:1]1([C:8]([S:10][CH2:11][C:12]2[CH:17]=[CH:16][CH:15]=[CH:14][CH:13]=2)=[S:9])[CH:5]=[CH:4][CH:3]=[CH:2]1. Given the reactants [NH:1]1[CH:5]=[CH:4][CH:3]=[CH:2]1.[H-].[Na+].[C:8](=[S:10])=[S:9].[CH2:11](Cl)[C:12]1[CH:17]=[CH:16][CH:15]=[CH:14][CH:13]=1, predict the reaction product. (3) Given the reactants [NH2:1][CH2:2][CH2:3][C@@H:4]([OH:7])[CH2:5][OH:6].[CH3:8][C:9]1([CH3:34])[CH2:18][CH2:17][C:16]([CH3:20])([CH3:19])[C:15]2[CH:14]=[C:13]([CH:21]3[N:26](C4C=CC=CN=4)[CH2:25][CH2:24][C:23](=O)[CH2:22]3)[CH:12]=[CH:11][C:10]1=2.Cl, predict the reaction product. The product is: [CH3:8][C:9]1([CH3:34])[CH2:18][CH2:17][C:16]([CH3:20])([CH3:19])[C:15]2[CH:14]=[C:13]([C:21]3[N:26]=[C:25]([N:26]4[CH2:21][CH2:22][CH:23]([NH:1][CH2:2][CH2:3][C@@H:4]([OH:7])[CH2:5][OH:6])[CH2:24][CH2:25]4)[CH:24]=[CH:23][CH:22]=3)[CH:12]=[CH:11][C:10]1=2. (4) Given the reactants C[O:2][C:3](=[O:30])/[CH:4]=[CH:5]/[C:6]1[CH:7]=[CH:8][C:9]2[O:27][C:13]3([CH2:18][CH2:17][CH2:16][N:15]([CH2:19][C:20]4[CH:25]=[CH:24][C:23]([F:26])=[CH:22][CH:21]=4)[CH2:14]3)[NH:12][C:11](=[O:28])[C:10]=2[CH:29]=1.[OH-].[Na+], predict the reaction product. The product is: [F:26][C:23]1[CH:24]=[CH:25][C:20]([CH2:19][N:15]2[CH2:16][CH2:17][CH2:18][C:13]3([NH:12][C:11](=[O:28])[C:10]4[CH:29]=[C:6](/[CH:5]=[CH:4]/[C:3]([OH:30])=[O:2])[CH:7]=[CH:8][C:9]=4[O:27]3)[CH2:14]2)=[CH:21][CH:22]=1. (5) Given the reactants FC(F)(F)C(O)=O.[N:8]1([C:13]2[N:18]=[C:17]([CH:19]3[CH:23]([C:24](=[O:27])[NH:25][CH3:26])[CH2:22][CH2:21][N:20]3[CH2:28][CH2:29][N:30]([CH2:38][C:39]3[CH:47]=[CH:46][C:42]4[O:43][CH2:44][O:45][C:41]=4[CH:40]=3)C(=O)OC(C)(C)C)[CH:16]=[C:15]([CH3:48])[N:14]=2)[CH:12]=[CH:11][N:10]=[CH:9]1.O.[OH-].[NH4+], predict the reaction product. The product is: [N:8]1([C:13]2[N:18]=[C:17]([CH:19]3[CH:23]([C:24]([NH:25][CH3:26])=[O:27])[CH2:22][CH2:21][N:20]3[CH2:28][CH2:29][NH:30][CH2:38][C:39]3[CH:47]=[CH:46][C:42]4[O:43][CH2:44][O:45][C:41]=4[CH:40]=3)[CH:16]=[C:15]([CH3:48])[N:14]=2)[CH:12]=[CH:11][N:10]=[CH:9]1. (6) Given the reactants [CH2:1]([O:3][C:4]([C:6]1[C:15]2[C:14]3=[N:16][N:17]([CH2:19][CH2:20]OS(C)(=O)=O)[CH:18]=[C:13]3[CH2:12][CH2:11][CH2:10][C:9]=2[NH:8][CH:7]=1)=[O:5])[CH3:2].[CH2:26]([NH:28][CH2:29][CH3:30])[CH3:27].C([O-])([O-])=O.[K+].[K+], predict the reaction product. The product is: [CH2:1]([O:3][C:4]([C:6]1[C:15]2[C:14]3=[N:16][N:17]([CH2:19][CH2:20][N:28]([CH2:29][CH3:30])[CH2:26][CH3:27])[CH:18]=[C:13]3[CH2:12][CH2:11][CH2:10][C:9]=2[NH:8][CH:7]=1)=[O:5])[CH3:2].